From a dataset of NCI-60 drug combinations with 297,098 pairs across 59 cell lines. Regression. Given two drug SMILES strings and cell line genomic features, predict the synergy score measuring deviation from expected non-interaction effect. (1) Drug 1: CC1=CC=C(C=C1)C2=CC(=NN2C3=CC=C(C=C3)S(=O)(=O)N)C(F)(F)F. Drug 2: CCC1(C2=C(COC1=O)C(=O)N3CC4=CC5=C(C=CC(=C5CN(C)C)O)N=C4C3=C2)O.Cl. Cell line: SF-268. Synergy scores: CSS=21.5, Synergy_ZIP=-1.85, Synergy_Bliss=-1.25, Synergy_Loewe=-33.6, Synergy_HSA=-3.22. (2) Drug 1: CC1C(C(CC(O1)OC2CC(CC3=C2C(=C4C(=C3O)C(=O)C5=C(C4=O)C(=CC=C5)OC)O)(C(=O)CO)O)N)O.Cl. Drug 2: CC12CCC3C(C1CCC2=O)CC(=C)C4=CC(=O)C=CC34C. Cell line: A498. Synergy scores: CSS=-1.02, Synergy_ZIP=-2.09, Synergy_Bliss=-4.85, Synergy_Loewe=-4.34, Synergy_HSA=-4.05. (3) Drug 1: CC1=C(C=C(C=C1)NC(=O)C2=CC=C(C=C2)CN3CCN(CC3)C)NC4=NC=CC(=N4)C5=CN=CC=C5. Drug 2: CC=C1C(=O)NC(C(=O)OC2CC(=O)NC(C(=O)NC(CSSCCC=C2)C(=O)N1)C(C)C)C(C)C. Cell line: SNB-19. Synergy scores: CSS=31.2, Synergy_ZIP=3.19, Synergy_Bliss=1.82, Synergy_Loewe=-45.4, Synergy_HSA=-3.08. (4) Drug 1: CC1C(C(CC(O1)OC2CC(CC3=C2C(=C4C(=C3O)C(=O)C5=C(C4=O)C(=CC=C5)OC)O)(C(=O)C)O)N)O.Cl. Drug 2: C(=O)(N)NO. Cell line: ACHN. Synergy scores: CSS=49.2, Synergy_ZIP=3.19, Synergy_Bliss=4.39, Synergy_Loewe=-4.18, Synergy_HSA=6.23. (5) Drug 2: CN1C2=C(C=C(C=C2)N(CCCl)CCCl)N=C1CCCC(=O)O.Cl. Drug 1: CC1OCC2C(O1)C(C(C(O2)OC3C4COC(=O)C4C(C5=CC6=C(C=C35)OCO6)C7=CC(=C(C(=C7)OC)O)OC)O)O. Cell line: M14. Synergy scores: CSS=21.8, Synergy_ZIP=-3.65, Synergy_Bliss=0.701, Synergy_Loewe=-17.6, Synergy_HSA=-1.25. (6) Drug 1: CC1=C(C=C(C=C1)C(=O)NC2=CC(=CC(=C2)C(F)(F)F)N3C=C(N=C3)C)NC4=NC=CC(=N4)C5=CN=CC=C5. Drug 2: CC1=C(N=C(N=C1N)C(CC(=O)N)NCC(C(=O)N)N)C(=O)NC(C(C2=CN=CN2)OC3C(C(C(C(O3)CO)O)O)OC4C(C(C(C(O4)CO)O)OC(=O)N)O)C(=O)NC(C)C(C(C)C(=O)NC(C(C)O)C(=O)NCCC5=NC(=CS5)C6=NC(=CS6)C(=O)NCCC[S+](C)C)O. Cell line: UO-31. Synergy scores: CSS=16.9, Synergy_ZIP=-6.29, Synergy_Bliss=-0.190, Synergy_Loewe=-11.2, Synergy_HSA=-2.61.